From a dataset of Forward reaction prediction with 1.9M reactions from USPTO patents (1976-2016). Predict the product of the given reaction. Given the reactants [F:1][C:2]1[CH:3]=[C:4]([CH2:8][CH2:9][CH2:10][C:11]([OH:13])=O)[CH:5]=[CH:6][CH:7]=1.S(=O)(=O)(O)O, predict the reaction product. The product is: [F:1][C:2]1[CH:3]=[C:4]2[C:5](=[CH:6][CH:7]=1)[C:11](=[O:13])[CH2:10][CH2:9][CH2:8]2.